This data is from Ames mutagenicity test results for genotoxicity prediction. The task is: Regression/Classification. Given a drug SMILES string, predict its toxicity properties. Task type varies by dataset: regression for continuous values (e.g., LD50, hERG inhibition percentage) or binary classification for toxic/non-toxic outcomes (e.g., AMES mutagenicity, cardiotoxicity, hepatotoxicity). Dataset: ames. The molecule is COC1COC(COCC2COC(OC)C(OS(=O)(=O)O)C2OS(=O)(=O)O)C(OS(=O)(=O)O)C1OS(=O)(=O)O. The result is 0 (non-mutagenic).